From a dataset of Forward reaction prediction with 1.9M reactions from USPTO patents (1976-2016). Predict the product of the given reaction. (1) Given the reactants [Na].[CH:2]1([C:8]2[CH:13]=[CH:12][C:11]([C:14](=[O:16])[CH3:15])=[CH:10][CH:9]=2)[CH2:7][CH2:6][CH2:5][CH2:4][CH2:3]1.[C:17](OCC)(=[O:23])[C:18]([O:20][CH2:21][CH3:22])=[O:19].CCCCCC, predict the reaction product. The product is: [CH:2]1([C:8]2[CH:9]=[CH:10][C:11]([C:14](=[O:16])[CH2:15][C:17](=[O:23])[C:18]([O:20][CH2:21][CH3:22])=[O:19])=[CH:12][CH:13]=2)[CH2:3][CH2:4][CH2:5][CH2:6][CH2:7]1. (2) Given the reactants [SH:1][C:2]1[CH:22]=[CH:21][C:5]2[N:6]=[C:7]([NH:9]C(NCCN3CCOCC3)=O)[S:8][C:4]=2[CH:3]=1.C(=O)([O-])[O-].[K+].[K+].Cl[C:30]1[N:34]2[N:35]=[C:36]([C:39]3[CH:40]=[N:41][N:42]([CH3:44])[CH:43]=3)[CH:37]=[CH:38][C:33]2=[N:32][N:31]=1.C(=O)([O-])O, predict the reaction product. The product is: [CH3:44][N:42]1[CH:43]=[C:39]([C:36]2[CH:37]=[CH:38][C:33]3[N:34]([C:30]([S:1][C:2]4[CH:22]=[CH:21][C:5]5[N:6]=[C:7]([NH2:9])[S:8][C:4]=5[CH:3]=4)=[N:31][N:32]=3)[N:35]=2)[CH:40]=[N:41]1. (3) The product is: [Cl:19][C:15]1[CH:14]=[C:13]2[C:18](=[CH:17][CH:16]=1)[NH:10][C:11]([CH2:20][CH3:21])=[CH:12]2. Given the reactants C1(S([N:10]2[C:18]3[C:13](=[CH:14][C:15]([Cl:19])=[CH:16][CH:17]=3)[CH:12]=[C:11]2[CH2:20][CH3:21])(=O)=O)C=CC=CC=1.[OH-].[Na+], predict the reaction product. (4) Given the reactants Cl[C:2]1[C:3]2[C:4](=[CH:19][N:20](CC3C=CC(OC)=CC=3)[N:21]=2)[N:5]=[C:6]([C:8]2[CH:9]=[N:10][C:11]([N:14]3[CH2:18][CH2:17][CH2:16][CH2:15]3)=[CH:12][CH:13]=2)[N:7]=1.[O:31]1[CH2:36][CH2:35][N:34]([C:37]2[CH:43]=[CH:42][C:40]([NH2:41])=[CH:39][CH:38]=2)[CH2:33][CH2:32]1.Cl, predict the reaction product. The product is: [O:31]1[CH2:32][CH2:33][N:34]([C:37]2[CH:38]=[CH:39][C:40]([NH:41][C:2]3[C:3]4[NH:21][N:20]=[CH:19][C:4]=4[N:5]=[C:6]([C:8]4[CH:9]=[N:10][C:11]([N:14]5[CH2:18][CH2:17][CH2:16][CH2:15]5)=[CH:12][CH:13]=4)[N:7]=3)=[CH:42][CH:43]=2)[CH2:35][CH2:36]1. (5) Given the reactants C([O:3][C:4](=O)[CH2:5][N:6]1[CH:11]=[CH:10][C:9]([CH3:12])=[CH:8][C:7]1=[O:13])C.O.[NH2:16][NH2:17], predict the reaction product. The product is: [CH3:12][C:9]1[CH:10]=[CH:11][N:6]([CH2:5][C:4]([NH:16][NH2:17])=[O:3])[C:7](=[O:13])[CH:8]=1.